Dataset: Full USPTO retrosynthesis dataset with 1.9M reactions from patents (1976-2016). Task: Predict the reactants needed to synthesize the given product. (1) Given the product [Cl:1][C:2]1[CH:7]=[C:6]([CH2:8][CH2:9][CH2:10][OH:11])[C:5]([C:12]#[N:13])=[CH:4][C:3]=1[NH:14][C:15]1[N:20]=[C:19]([NH:21][CH:31]2[CH2:33][CH2:32]2)[C:18]2=[N:34][CH:35]=[C:36]([C:37]#[N:38])[N:17]2[N:16]=1, predict the reactants needed to synthesize it. The reactants are: [Cl:1][C:2]1[CH:7]=[C:6]([CH2:8][CH2:9][CH2:10][OH:11])[C:5]([C:12]#[N:13])=[CH:4][C:3]=1[NH:14][C:15]1[N:20]=[C:19]([N:21]([CH:31]2[CH2:33][CH2:32]2)CC2C=CC(OC)=CC=2)[C:18]2=[N:34][CH:35]=[C:36]([C:37]#[N:38])[N:17]2[N:16]=1.C1(OC)C=CC=CC=1.C(O)(C(F)(F)F)=O. (2) Given the product [Cl:1][C:2]1[CH:10]=[C:25]([C:23]([O:22][CH3:21])=[O:24])[C:5](=[O:11])[N:4]([CH3:12])[CH:3]=1, predict the reactants needed to synthesize it. The reactants are: [Cl:1][C:2]1[CH:3]=[N:4][C:5]([OH:11])=C([CH:10]=1)C(O)=O.[C:12](=O)([O-])[O-].[Cs+].[Cs+].CI.C[CH2:21][O:22][C:23]([CH3:25])=[O:24].O. (3) Given the product [O:35]=[C:4]1[C:5]2([CH2:10][CH2:9][N:8]([C:11]([O:13][C:14]([CH3:15])([CH3:16])[CH3:17])=[O:12])[CH2:7][CH2:6]2)[O:18][C:2]([C:23]2[CH:28]=[CH:27][N:26]=[CH:25][CH:24]=2)=[CH:3]1, predict the reactants needed to synthesize it. The reactants are: O=[C:2]([C:23]1[CH:28]=[CH:27][N:26]=[CH:25][CH:24]=1)[C:3]#[C:4][C:5]1([O:18][Si](C)(C)C)[CH2:10][CH2:9][N:8]([C:11]([O:13][C:14]([CH3:17])([CH3:16])[CH3:15])=[O:12])[CH2:7][CH2:6]1.C(NCC)C.C[OH:35]. (4) Given the product [Cl:39][C:36]1[CH:37]=[CH:38][C:33]([CH2:32][C@@H:28]([NH:27][C:25](=[O:26])[O:24][C:20]([CH3:22])([CH3:21])[CH3:23])[C:29]([N:17]2[CH2:16][CH2:15][N:14]([C:12]3[C:13]4[CH:5]([CH2:3][CH3:4])[S:6][CH2:7][C:8]=4[N:9]=[CH:10][N:11]=3)[CH2:19][CH2:18]2)=[O:30])=[CH:34][CH:35]=1, predict the reactants needed to synthesize it. The reactants are: Cl.Cl.[CH2:3]([CH:5]1[C:13]2[C:12]([N:14]3[CH2:19][CH2:18][NH:17][CH2:16][CH2:15]3)=[N:11][CH:10]=[N:9][C:8]=2[CH2:7][S:6]1)[CH3:4].[C:20]([O:24][C:25]([NH:27][C@H:28]([CH2:32][C:33]1[CH:38]=[CH:37][C:36]([Cl:39])=[CH:35][CH:34]=1)[C:29](O)=[O:30])=[O:26])([CH3:23])([CH3:22])[CH3:21].CN(C(ON1N=NC2C=CC=CC1=2)=[N+](C)C)C.F[P-](F)(F)(F)(F)F. (5) Given the product [C:1]([O:4][C@@H:5]1[CH2:29][CH2:28][C@@:27]2([CH3:30])[C@H:7]([CH2:8][CH2:9][C@@H:10]3[C@@H:26]2[CH2:25][C:24](=[O:31])[C@@:23]2([CH3:32])[C@H:11]3[CH2:12][CH2:13][C@@H:14]2[C@H:15]([CH3:22])[CH2:16][CH2:17][C:18]([O:20][CH3:21])=[O:19])[CH2:6]1)(=[O:3])[CH3:2], predict the reactants needed to synthesize it. The reactants are: [C:1]([O:4][C@@H:5]1[CH2:29][CH2:28][C@@:27]2([CH3:30])[C@H:7]([CH2:8][CH2:9][C@@H:10]3[C:26]2=[CH:25][C:24](=[O:31])[C@@:23]2([CH3:32])[C@H:11]3[CH2:12][CH2:13][C@@H:14]2[C@H:15]([CH3:22])[CH2:16][CH2:17][C:18]([O:20][CH3:21])=[O:19])[CH2:6]1)(=[O:3])[CH3:2]. (6) Given the product [CH2:30]([C:9]([NH:8][C:6](=[O:7])[O:5][C:1]([CH3:3])([CH3:2])[CH3:4])([CH3:37])[CH2:10][O:11][CH2:12][C:13]1[CH:18]=[C:17]([N:19]([S:23]([CH3:26])(=[O:24])=[O:25])[CH2:20][CH2:21][CH3:22])[N:16]=[C:15]([C:27]([NH:56][CH:54]([C:51]2[CH:52]=[CH:53][C:48]([F:47])=[CH:49][CH:50]=2)[CH3:55])=[O:29])[CH:14]=1)[C:31]1[CH:36]=[CH:35][CH:34]=[CH:33][CH:32]=1, predict the reactants needed to synthesize it. The reactants are: [C:1]([O:5][C:6]([NH:8][C:9]([CH3:37])([CH2:30][C:31]1[CH:36]=[CH:35][CH:34]=[CH:33][CH:32]=1)[CH2:10][O:11][CH2:12][C:13]1[CH:18]=[C:17]([N:19]([S:23]([CH3:26])(=[O:25])=[O:24])[CH2:20][CH2:21][CH3:22])[N:16]=[C:15]([C:27]([OH:29])=O)[CH:14]=1)=[O:7])([CH3:4])([CH3:3])[CH3:2].C(N(C(C)C)CC)(C)C.[F:47][C:48]1[CH:53]=[CH:52][C:51]([CH:54]([NH2:56])[CH3:55])=[CH:50][CH:49]=1.CN([P+](ON1N=NC2C=CC=CC1=2)(N(C)C)N(C)C)C.F[P-](F)(F)(F)(F)F.